From a dataset of Forward reaction prediction with 1.9M reactions from USPTO patents (1976-2016). Predict the product of the given reaction. Given the reactants C[Si]([Cl:5])(C)C.[OH-].[CH:7]1([Sn+:13]([CH:20]2[CH2:25][CH2:24][CH2:23][CH2:22][CH2:21]2)[CH:14]2[CH2:19][CH2:18][CH2:17][CH2:16][CH2:15]2)[CH2:12][CH2:11][CH2:10][CH2:9][CH2:8]1, predict the reaction product. The product is: [CH:20]1([Sn:13]([Cl:5])([CH:7]2[CH2:8][CH2:9][CH2:10][CH2:11][CH2:12]2)[CH:14]2[CH2:19][CH2:18][CH2:17][CH2:16][CH2:15]2)[CH2:21][CH2:22][CH2:23][CH2:24][CH2:25]1.